From a dataset of Full USPTO retrosynthesis dataset with 1.9M reactions from patents (1976-2016). Predict the reactants needed to synthesize the given product. (1) Given the product [F:1][C:2]([F:16])([F:15])[C:3]1[CH:14]=[CH:13][CH:12]=[CH:11][C:4]=1[O:5][CH2:6][C:7]([NH:18][NH2:19])=[O:8], predict the reactants needed to synthesize it. The reactants are: [F:1][C:2]([F:16])([F:15])[C:3]1[CH:14]=[CH:13][CH:12]=[CH:11][C:4]=1[O:5][CH2:6][C:7](OC)=[O:8].O.[NH2:18][NH2:19]. (2) Given the product [OH:1][C:2]1[C:9]([OH:10])=[C:8]([N+:12]([O-:14])=[O:13])[CH:7]=[CH:6][C:3]=1[CH:4]=[O:5], predict the reactants needed to synthesize it. The reactants are: [OH:1][C:2]1[C:9]([O:10]C)=[C:8]([N+:12]([O-:14])=[O:13])[CH:7]=[CH:6][C:3]=1[CH:4]=[O:5].B(Br)(Br)Br. (3) Given the product [Br:1][C:2]1[N:3]=[C:4]([CH2:8][N:15]2[CH2:16][CH2:17][P:12](=[O:18])([CH3:11])[CH2:13][CH2:14]2)[CH:5]=[CH:6][CH:7]=1, predict the reactants needed to synthesize it. The reactants are: [Br:1][C:2]1[CH:7]=[CH:6][CH:5]=[C:4]([CH2:8]Br)[N:3]=1.Cl.[CH3:11][P:12]1(=[O:18])[CH2:17][CH2:16][NH:15][CH2:14][CH2:13]1.CCN(C(C)C)C(C)C. (4) Given the product [F:27][C:24]1[CH:25]=[CH:26][C:21]([NH:20][C:4]([C:6]2[C:11]([NH:12][C:13]3[N:14]([CH3:18])[N:15]=[CH:16][CH:17]=3)=[CH:10][CH:9]=[C:8]([CH3:19])[N:7]=2)=[O:5])=[N:22][CH:23]=1, predict the reactants needed to synthesize it. The reactants are: C(O[C:4]([C:6]1[C:11]([NH:12][C:13]2[N:14]([CH3:18])[N:15]=[CH:16][CH:17]=2)=[CH:10][CH:9]=[C:8]([CH3:19])[N:7]=1)=[O:5])C.[NH2:20][C:21]1[CH:26]=[CH:25][C:24]([F:27])=[CH:23][N:22]=1. (5) Given the product [CH:25]1([C:28]([NH:31][C:21]([C:18]2[C:16]3=[N:17][C:12]([C:4]4[C:5]5[C:10](=[CH:9][C:8]([CH3:11])=[CH:7][CH:6]=5)[N:2]([CH3:1])[N:3]=4)=[CH:13][N:14]=[C:15]3[NH:20][CH:19]=2)=[O:23])([CH3:30])[CH3:29])[CH2:27][CH2:26]1, predict the reactants needed to synthesize it. The reactants are: [CH3:1][N:2]1[C:10]2[C:5](=[CH:6][CH:7]=[C:8]([CH3:11])[CH:9]=2)[C:4]([C:12]2[N:17]=[C:16]3[C:18]([C:21]([OH:23])=O)=[CH:19][NH:20][C:15]3=[N:14][CH:13]=2)=[N:3]1.Cl.[CH:25]1([C:28]([NH2:31])([CH3:30])[CH3:29])[CH2:27][CH2:26]1.CCN=C=NCCCN(C)C.O.